From a dataset of Forward reaction prediction with 1.9M reactions from USPTO patents (1976-2016). Predict the product of the given reaction. (1) The product is: [CH3:22][O:23][C:24]1[CH:25]=[CH:26][C:27]([CH:30]2[CH2:34][CH2:33][N:32]([C:13]([C:9]3[CH:10]=[N:11][O:12][C:8]=3[C:5]3[CH:4]=[CH:3][C:2]([CH3:1])=[CH:7][CH:6]=3)=[O:15])[CH2:31]2)=[CH:28][CH:29]=1. Given the reactants [CH3:1][C:2]1[CH:7]=[CH:6][C:5]([C:8]2[O:12][N:11]=[CH:10][C:9]=2[C:13]([OH:15])=O)=[CH:4][CH:3]=1.C(O)(=O)C(O)=O.[CH3:22][O:23][C:24]1[CH:29]=[CH:28][C:27]([CH:30]2[CH2:34][CH2:33][NH:32][CH2:31]2)=[CH:26][CH:25]=1, predict the reaction product. (2) Given the reactants N[C:2]1[CH:7]=[CH:6][N:5]=[CH:4][C:3]=1[C:8]1[C:9]([O:23][CH2:24][CH3:25])=[N:10][CH:11]=[CH:12][C:13]=1[C:14]([N:16](C(C)C)C(C)C)=[O:15].NC1C=CN=CC=1C1C(OCC)=CC=CC=1C(OC)=O, predict the reaction product. The product is: [CH2:24]([O:23][C:9]1[C:8]2[C:3]3[C:2](=[CH:7][CH:6]=[N:5][CH:4]=3)[N:16]=[C:14]([OH:15])[C:13]=2[CH:12]=[CH:11][N:10]=1)[CH3:25]. (3) Given the reactants [Cl:1][C:2]1[CH:3]=[CH:4][C:5]([N:10]2[CH2:20][CH2:19][C:13]3[N:14]=[CH:15][N:16]=[C:17](Cl)[C:12]=3[CH2:11]2)=[C:6]([CH:9]=1)[C:7]#[N:8].[N:21]1[N:22]=[CH:23][N:24]([C:26]2[CH:27]=[C:28]([CH2:32][NH2:33])[CH:29]=[CH:30][CH:31]=2)[CH:25]=1.C(N(CC)C(C)C)(C)C, predict the reaction product. The product is: [Cl:1][C:2]1[CH:3]=[CH:4][C:5]([N:10]2[CH2:20][CH2:19][C:13]3[N:14]=[CH:15][N:16]=[C:17]([NH:33][CH2:32][C:28]4[CH:29]=[CH:30][CH:31]=[C:26]([N:24]5[CH:25]=[N:21][N:22]=[CH:23]5)[CH:27]=4)[C:12]=3[CH2:11]2)=[C:6]([CH:9]=1)[C:7]#[N:8]. (4) Given the reactants C([N:8]1[C:17]2[C:12](=[CH:13][N:14]=[CH:15][CH:16]=2)[C:11]([OH:18])=[CH:10][C:9]1=[O:19])C1C=CC=CC=1, predict the reaction product. The product is: [NH:8]1[C:17]2[C:12](=[CH:13][N:14]=[CH:15][CH:16]=2)[C:11](=[O:18])[CH2:10][C:9]1=[O:19]. (5) Given the reactants C1(SC2C3C=C4C(C=CC=C4)=CC=3SC=2[Si](C)(C)C)C=CC=CC=1.[C:25]1([Se:31][C:32]2[C:33]3[CH:44]=[CH:43][CH:42]=[CH:41][C:34]=3[S:35][C:36]=2[Si](C)(C)C)[CH:30]=[CH:29][CH:28]=[CH:27][CH:26]=1, predict the reaction product. The product is: [C:25]1([Se:31][C:32]2[C:33]3[CH:44]=[CH:43][CH:42]=[CH:41][C:34]=3[S:35][CH:36]=2)[CH:30]=[CH:29][CH:28]=[CH:27][CH:26]=1. (6) Given the reactants [C:1]1(=[O:7])[O:6][C:4](=O)[CH2:3][CH2:2]1.[NH2:8][CH2:9][C:10]1[N:15]=[C:14]2[S:16][C:17]3[CH2:22][S@@:21](=[O:23])[CH2:20][CH2:19][C:18]=3[C:13]2=[C:12]([C:24]2[CH:29]=[CH:28][C:27]([O:30][CH3:31])=[CH:26][CH:25]=2)[C:11]=1[Cl:32].C(N1C=CN=C1)(N1C=CN=C1)=O.O, predict the reaction product. The product is: [Cl:32][C:11]1[C:12]([C:24]2[CH:29]=[CH:28][C:27]([O:30][CH3:31])=[CH:26][CH:25]=2)=[C:13]2[C:18]3[CH2:19][CH2:20][S@:21](=[O:23])[CH2:22][C:17]=3[S:16][C:14]2=[N:15][C:10]=1[CH2:9][N:8]1[C:1](=[O:7])[CH2:2][CH2:3][C:4]1=[O:6]. (7) Given the reactants [NH:1]1[C:5]2=[N:6][CH:7]=[C:8]([C:10]3[CH:11]=[CH:12][C:13]([NH:16][C:17](=[O:23])[O:18][C:19]([CH3:22])([CH3:21])[CH3:20])=[N:14][CH:15]=3)[CH:9]=[C:4]2[CH:3]=[CH:2]1.[Br:24]N1C(=O)CCC1=O, predict the reaction product. The product is: [Br:24][C:3]1[C:4]2[C:5](=[N:6][CH:7]=[C:8]([C:10]3[CH:11]=[CH:12][C:13]([NH:16][C:17](=[O:23])[O:18][C:19]([CH3:20])([CH3:22])[CH3:21])=[N:14][CH:15]=3)[CH:9]=2)[NH:1][CH:2]=1. (8) The product is: [CH3:19][O:18][C:15]1[CH:16]=[CH:17][C:12]([C@H:11]2[C@H:6]([O:5][CH2:4][CH2:3][CH2:2][O:1][C:53](=[O:54])[CH2:52][CH2:51][CH2:50][CH2:49][CH2:48][O:47][N+:44]([O-:46])=[O:45])[CH2:7][N:8]([C:37]([O:39][C:40]([CH3:43])([CH3:42])[CH3:41])=[O:38])[CH2:9][C@@H:10]2[O:20][CH2:21][C:22]2[CH:23]=[CH:24][C:25]3[O:30][CH2:29][CH2:28][N:27]([CH2:31][CH2:32][CH2:33][O:34][CH3:35])[C:26]=3[CH:36]=2)=[CH:13][CH:14]=1. Given the reactants [OH:1][CH2:2][CH2:3][CH2:4][O:5][C@H:6]1[C@H:11]([C:12]2[CH:17]=[CH:16][C:15]([O:18][CH3:19])=[CH:14][CH:13]=2)[C@@H:10]([O:20][CH2:21][C:22]2[CH:23]=[CH:24][C:25]3[O:30][CH2:29][CH2:28][N:27]([CH2:31][CH2:32][CH2:33][O:34][CH3:35])[C:26]=3[CH:36]=2)[CH2:9][N:8]([C:37]([O:39][C:40]([CH3:43])([CH3:42])[CH3:41])=[O:38])[CH2:7]1.[N+:44]([O:47][CH2:48][CH2:49][CH2:50][CH2:51][CH2:52][C:53](OC1C(F)=C(F)C(F)=C(F)C=1F)=[O:54])([O-:46])=[O:45], predict the reaction product. (9) The product is: [C:19]([O:18][C:16](=[O:17])[NH:29][C:28]1[CH:33]=[C:24]([CH3:23])[C:25]([CH2:35][CH2:36][S:37]([N:40]2[CH2:57][CH2:56][C:43]3([N:47]=[C:46]([CH:48]4[CH2:49][CH2:50][CH:51]([CH3:54])[CH2:52][CH2:53]4)[NH:45][C:44]3=[O:55])[CH2:42][CH2:41]2)(=[O:39])=[O:38])=[C:26]([CH3:34])[C:27]=1[OH:31])([CH3:20])([CH3:21])[CH3:22]. Given the reactants C(N(CC)CC)C.[C:16](O[C:16]([O:18][C:19]([CH3:22])([CH3:21])[CH3:20])=[O:17])([O:18][C:19]([CH3:22])([CH3:21])[CH3:20])=[O:17].[CH3:23][C:24]1[C:25]([CH2:35][CH2:36][S:37]([N:40]2[CH2:57][CH2:56][C:43]3([N:47]=[C:46]([CH:48]4[CH2:53][CH2:52][CH:51]([CH3:54])[CH2:50][CH2:49]4)[NH:45][C:44]3=[O:55])[CH2:42][CH2:41]2)(=[O:39])=[O:38])=[C:26]([CH3:34])[C:27]2[O:31]C(=O)[NH:29][C:28]=2[CH:33]=1.C(=O)([O-])[O-].[K+].[K+], predict the reaction product. (10) Given the reactants [CH:1]1([C:4]2[C:13]([C:14](OC)=[O:15])=[C:12]([C:18]3[CH:23]=[CH:22][C:21]([F:24])=[CH:20][CH:19]=3)[C:11]3[C:6](=[CH:7][CH:8]=[CH:9][CH:10]=3)[N:5]=2)[CH2:3][CH2:2]1.CC(C[AlH]CC(C)C)C, predict the reaction product. The product is: [CH:1]1([C:4]2[C:13]([CH2:14][OH:15])=[C:12]([C:18]3[CH:23]=[CH:22][C:21]([F:24])=[CH:20][CH:19]=3)[C:11]3[C:6](=[CH:7][CH:8]=[CH:9][CH:10]=3)[N:5]=2)[CH2:2][CH2:3]1.